From a dataset of Reaction yield outcomes from USPTO patents with 853,638 reactions. Predict the reaction yield, written as a fraction of the theoretical maximum amount of product (1.0 means a 100% yield; for example, 0.34 means a 34% yield). (1) The reactants are [C:1]([C:5]1[CH:23]=[C:22]([Cl:24])[CH:21]=[CH:20][C:6]=1[O:7][CH:8]1[CH2:11][N:10]([C:12](=[O:19])[CH2:13][CH2:14][C:15]([O:17]C)=[O:16])[CH2:9]1)([CH3:4])([CH3:3])[CH3:2].[OH-].[Li+].Cl. The catalyst is C1COCC1. The product is [C:1]([C:5]1[CH:23]=[C:22]([Cl:24])[CH:21]=[CH:20][C:6]=1[O:7][CH:8]1[CH2:11][N:10]([C:12](=[O:19])[CH2:13][CH2:14][C:15]([OH:17])=[O:16])[CH2:9]1)([CH3:4])([CH3:2])[CH3:3]. The yield is 0.980. (2) The reactants are [CH2:1]([C:3]1[N:4]([C:28]2[CH:33]=[CH:32][C:31]([OH:34])=[CH:30][CH:29]=2)[C:5](=[O:27])[C:6]([CH2:12][C:13]2[CH:18]=[CH:17][C:16]([C:19]3[C:20]([C:25]#[N:26])=[CH:21][CH:22]=[CH:23][CH:24]=3)=[CH:15][CH:14]=2)=[C:7]([CH2:9][CH2:10][CH3:11])[N:8]=1)[CH3:2].[Si](O[CH:43]1[CH2:47][CH2:46][CH:45]([OH:48])[CH2:44]1)(C(C)(C)C)(C)C.C1(P(C2C=CC=CC=2)C2C=CC=CC=2)C=CC=CC=1.[N:69]([C:70]([O:72]C(C)C)=[O:71])=[N:69][C:70]([O:72]C(C)C)=[O:71]. The catalyst is O1CCCC1.O. The product is [CH2:1]([C:3]1[N:4]([C:28]2[CH:33]=[CH:32][C:31]([O:34][CH:47]3[CH2:43][CH2:44][CH:45]([OH:48])[CH2:46]3)=[CH:30][CH:29]=2)[C:5](=[O:27])[C:6]([CH2:12][C:13]2[CH:18]=[CH:17][C:16]([C:19]3[CH:24]=[CH:23][CH:22]=[CH:21][C:20]=3[C:25]3[NH:69][C:70](=[O:71])[O:72][N:26]=3)=[CH:15][CH:14]=2)=[C:7]([CH2:9][CH2:10][CH3:11])[N:8]=1)[CH3:2]. The yield is 0.740. (3) The reactants are [CH2:1]([Sn:5](=[O:10])[CH2:6][CH2:7][CH2:8][CH3:9])[CH2:2][CH2:3][CH3:4].[CH3:11][CH:12]([CH3:16])[CH2:13][CH2:14][OH:15]. No catalyst specified. The product is [CH2:1]([Sn:5]([CH2:6][CH2:7][CH2:8][CH3:9])([O:15][CH2:14][CH2:13][CH:12]([CH3:16])[CH3:11])[O:10][Sn:5]([CH2:6][CH2:7][CH2:8][CH3:9])([CH2:1][CH2:2][CH2:3][CH3:4])[O:15][CH2:14][CH2:13][CH:12]([CH3:16])[CH3:11])[CH2:2][CH2:3][CH3:4]. The yield is 0.990. (4) The reactants are [Cl:1][C:2]1[CH:7]=[CH:6][C:5]([C:8]2([CH2:21][CH2:22]OS(C)(=O)=O)[CH2:13][CH2:12][N:11]([C:14]([O:16][C:17]([CH3:20])([CH3:19])[CH3:18])=[O:15])[CH2:10][CH2:9]2)=[CH:4][CH:3]=1.CC([O-])(C)C.[K+]. The catalyst is C1COCC1. The product is [C:17]([O:16][C:14]([N:11]1[CH2:12][CH2:13][C:8]([C:5]2[CH:4]=[CH:3][C:2]([Cl:1])=[CH:7][CH:6]=2)([CH:21]=[CH2:22])[CH2:9][CH2:10]1)=[O:15])([CH3:18])([CH3:19])[CH3:20]. The yield is 0.470.